From a dataset of Peptide-MHC class I binding affinity with 185,985 pairs from IEDB/IMGT. Regression. Given a peptide amino acid sequence and an MHC pseudo amino acid sequence, predict their binding affinity value. This is MHC class I binding data. (1) The peptide sequence is RRVRRRVLV. The MHC is HLA-B51:01 with pseudo-sequence HLA-B51:01. The binding affinity (normalized) is 0.213. (2) The peptide sequence is LPPVVAKEI. The MHC is HLA-B45:01 with pseudo-sequence HLA-B45:01. The binding affinity (normalized) is 0.0609. (3) The peptide sequence is LLIWAYLSKK. The MHC is HLA-A31:01 with pseudo-sequence HLA-A31:01. The binding affinity (normalized) is 0.299. (4) The peptide sequence is KLWIWIGSQ. The MHC is HLA-A03:01 with pseudo-sequence HLA-A03:01. The binding affinity (normalized) is 0.0847. (5) The peptide sequence is VKSMILHEIL. The MHC is HLA-A03:01 with pseudo-sequence HLA-A03:01. The binding affinity (normalized) is 0. (6) The peptide sequence is FVRTLFQQM. The binding affinity (normalized) is 0.0847. The MHC is HLA-B40:01 with pseudo-sequence HLA-B40:01. (7) The binding affinity (normalized) is 0.189. The peptide sequence is PIQKETWDTW. The MHC is HLA-B53:01 with pseudo-sequence HLA-B53:01. (8) The peptide sequence is MVIENGILKK. The MHC is HLA-B07:02 with pseudo-sequence HLA-B07:02. The binding affinity (normalized) is 0. (9) The peptide sequence is ASSMVNGVVR. The MHC is HLA-B58:01 with pseudo-sequence HLA-B58:01. The binding affinity (normalized) is 0.294.